Dataset: Drug-target binding data from BindingDB using IC50 measurements. Task: Regression. Given a target protein amino acid sequence and a drug SMILES string, predict the binding affinity score between them. We predict pIC50 (pIC50 = -log10(IC50 in M); higher means more potent). Dataset: bindingdb_ic50. The compound is COc1ccc(-n2cc(CCC(=O)N[C@@H]3OC(CO)[C@@H](O)C(O)C3O)nn2)cc1. The target protein (P38158) has sequence MTISDHPETEPKWWKEATIYQIYPASFKDSNNDGWGDLKGITSKLQYIKDLGVDAIWVCPFYDSPQQDMGYDISNYEKVWPTYGTNEDCFELIDKTHKLGMKFITDLVINHCSTEHEWFKESRSSKTNPKRDWFFWRPPKGYDAEGKPIPPNNWKSFFGGSAWTFDETTNEFYLRLFASRQVDLNWENEDCRRAIFESAVGFWLDHGVDGFRIDTAGLYSKRPGLPDSPIFDKTSKLQHPNWGSHNGPRIHEYHQELHRFMKNRVKDGREIMTVGEVAHGSDNALYTSAARYEVSEVFSFTHVELGTSPFFRYNIVPFTLKQWKEAIASNFLFINGTDSWATTYIENHDQARSITRFADDSPKYRKISGKLLTLLECSLTGTLYVYQGQEIGQINFKEWPIEKYEDVDVKNNYEIIKKSFGKNSKEMKDFFKGIALLSRDHSRTPMPWTKDKPNAGFTGPDVKPWFFLNESFEQGINVEQESRDDDSVLNFWKRALQARK.... The pIC50 is 3.8.